From a dataset of Forward reaction prediction with 1.9M reactions from USPTO patents (1976-2016). Predict the product of the given reaction. (1) Given the reactants [CH2:1]([O:8][C:9]1[CH:10]=[CH:11][C:12]([CH2:15][OH:16])=[N:13][CH:14]=1)[C:2]1[CH:7]=[CH:6][CH:5]=[CH:4][CH:3]=1.N1C=CC=CC=1.CC(OI1(OC(C)=O)(OC(C)=O)OC(=O)C2C1=CC=CC=2)=O, predict the reaction product. The product is: [CH2:1]([O:8][C:9]1[CH:10]=[CH:11][C:12]([CH:15]=[O:16])=[N:13][CH:14]=1)[C:2]1[CH:3]=[CH:4][CH:5]=[CH:6][CH:7]=1. (2) Given the reactants [N:1]12[CH2:7][C:4]([C:8]([C:16]3[CH:21]=[CH:20][CH:19]=[CH:18][CH:17]=3)([C:10]3[CH:15]=[CH:14][CH:13]=[CH:12][CH:11]=3)[OH:9])([CH2:5][CH2:6]1)[CH2:3][CH2:2]2.[C:22]1([O:28][CH2:29][CH2:30][Br:31])[CH:27]=[CH:26][CH:25]=[CH:24][CH:23]=1, predict the reaction product. The product is: [Br-:31].[OH:9][C:8]([C:16]1[CH:21]=[CH:20][CH:19]=[CH:18][CH:17]=1)([C:10]1[CH:15]=[CH:14][CH:13]=[CH:12][CH:11]=1)[C:4]12[CH2:7][N+:1]([CH2:30][CH2:29][O:28][C:22]3[CH:27]=[CH:26][CH:25]=[CH:24][CH:23]=3)([CH2:6][CH2:5]1)[CH2:2][CH2:3]2.